From a dataset of Forward reaction prediction with 1.9M reactions from USPTO patents (1976-2016). Predict the product of the given reaction. (1) Given the reactants [C:1]([C:3]1[CH:8]=[CH:7][C:6]([F:9])=[CH:5][N:4]=1)#[CH:2].CO[C:12](=[O:30])[C:13]1[CH:18]=[C:17]([C:19]2[CH:24]=[CH:23][C:22]([C:25]([F:28])([F:27])[F:26])=[CH:21][CH:20]=2)[C:16](Cl)=[N:15][CH:14]=1.[NH2:31][C@@H:32]1[CH2:37][CH2:36][CH2:35][CH2:34][C@H:33]1[OH:38], predict the reaction product. The product is: [F:9][C:6]1[CH:7]=[CH:8][C:3]([CH2:1][CH2:2][C:16]2[C:17]([C:19]3[CH:20]=[CH:21][C:22]([C:25]([F:26])([F:27])[F:28])=[CH:23][CH:24]=3)=[CH:18][C:13]([C:12]([NH:31][C@@H:32]3[CH2:37][CH2:36][CH2:35][CH2:34][C@H:33]3[OH:38])=[O:30])=[CH:14][N:15]=2)=[N:4][CH:5]=1. (2) Given the reactants [CH3:1][C:2]1[N:3]=[N:4][N:5]([CH2:7][C:8]2[CH:13]=[C:12]([C:14]([F:17])([F:16])[F:15])[CH:11]=[CH:10][C:9]=2/[CH:18]=[CH:19]/[C:20](O)=[O:21])[N:6]=1.[CH:23]1([C:27]2[O:28][C:29]([CH:32]3[CH2:37][CH2:36][NH:35][CH2:34][CH2:33]3)=[N:30][N:31]=2)[CH2:26][CH2:25][CH2:24]1, predict the reaction product. The product is: [CH:23]1([C:27]2[O:28][C:29]([CH:32]3[CH2:37][CH2:36][N:35]([C:20](=[O:21])/[CH:19]=[CH:18]/[C:9]4[CH:10]=[CH:11][C:12]([C:14]([F:16])([F:15])[F:17])=[CH:13][C:8]=4[CH2:7][N:5]4[N:4]=[N:3][C:2]([CH3:1])=[N:6]4)[CH2:34][CH2:33]3)=[N:30][N:31]=2)[CH2:26][CH2:25][CH2:24]1. (3) Given the reactants [C:1]([O:5][C:6]([NH:8][C:9]12[CH2:16][CH2:15][C:12]([C:17]([O:19][CH3:20])=[O:18])([CH2:13][CH2:14]1)[CH2:11][CH2:10]2)=[O:7])([CH3:4])([CH3:3])[CH3:2].[H-].[Na+].[CH2:23](Br)[C:24]1[CH:29]=[CH:28][CH:27]=[CH:26][CH:25]=1, predict the reaction product. The product is: [CH2:23]([N:8]([C:6]([O:5][C:1]([CH3:4])([CH3:3])[CH3:2])=[O:7])[C:9]12[CH2:10][CH2:11][C:12]([C:17]([O:19][CH3:20])=[O:18])([CH2:15][CH2:16]1)[CH2:13][CH2:14]2)[C:24]1[CH:29]=[CH:28][CH:27]=[CH:26][CH:25]=1. (4) Given the reactants [C:1](#[N:5])[CH2:2][C:3]#[N:4].[CH3:6][CH:7]([C:13](OCC)=[O:14])[C:8]([O:10][CH2:11][CH3:12])=[O:9].C1CCN2C(=NCCC2)CC1, predict the reaction product. The product is: [C:3]([CH:2]([C:1]#[N:5])[C:13](=[O:14])[CH:7]([CH3:6])[C:8]([O:10][CH2:11][CH3:12])=[O:9])#[N:4]. (5) Given the reactants [NH2:1][C:2]1([CH2:15][CH2:16][OH:17])[C:11]2[C:6](=[CH:7][CH:8]=[C:9]([Br:12])[CH:10]=2)[CH2:5][C:4]([CH3:14])([CH3:13])[CH2:3]1.C[C:19]#[N:20].N#CBr, predict the reaction product. The product is: [Br:12][C:9]1[CH:10]=[C:11]2[C:6]([CH2:5][C:4]([CH3:13])([CH3:14])[CH2:3][C:2]32[CH2:15][CH2:16][O:17][C:19]([NH2:20])=[N:1]3)=[CH:7][CH:8]=1. (6) Given the reactants [NH2:1][C:2]1[S:3][C:4]([O:7][C:8]2[CH:9]=[C:10]([CH:16]=[CH:17][CH:18]=2)[C:11](OCC)=[O:12])=[CH:5][N:6]=1.[H-].[Al+3].[Li+].[H-].[H-].[H-], predict the reaction product. The product is: [NH2:1][C:2]1[S:3][C:4]([O:7][C:8]2[CH:9]=[C:10]([CH2:11][OH:12])[CH:16]=[CH:17][CH:18]=2)=[CH:5][N:6]=1. (7) Given the reactants [O:1]1[CH2:6][CH2:5][C:4](=[C:7]([C:10]2[CH:11]=[N:12][C:13]([CH3:16])=[N:14][CH:15]=2)[C:8]#[N:9])[CH2:3][CH2:2]1.N, predict the reaction product. The product is: [CH3:16][C:13]1[N:12]=[CH:11][C:10]([CH:7]([CH:4]2[CH2:5][CH2:6][O:1][CH2:2][CH2:3]2)[CH2:8][NH2:9])=[CH:15][N:14]=1. (8) Given the reactants [Cl:1][C:2]1[C:11]2[C:6](=[CH:7][C:8]([OH:12])=[CH:9][CH:10]=2)[CH:5]=[CH:4][N:3]=1.[C:13]([O:17][C:18]([N:20]1[CH2:25][CH2:24][CH2:23][CH:22](OS(C)(=O)=O)[CH2:21]1)=[O:19])([CH3:16])([CH3:15])[CH3:14].CCN(P1(N(C)CCCN1)=NC(C)(C)C)CC, predict the reaction product. The product is: [C:13]([O:17][C:18]([N:20]1[CH2:25][CH2:24][CH2:23][CH:22]([O:12][C:8]2[CH:7]=[C:6]3[C:11](=[CH:10][CH:9]=2)[C:2]([Cl:1])=[N:3][CH:4]=[CH:5]3)[CH2:21]1)=[O:19])([CH3:16])([CH3:14])[CH3:15]. (9) Given the reactants [CH2:1]([O:8][C:9]([C:11]1([C:16]([O:18]CC2C=CC=CC=2)=[O:17])[CH2:15][CH2:14][CH2:13][O:12]1)=[O:10])[C:2]1[CH:7]=[CH:6][CH:5]=[CH:4][CH:3]=1.[H][H], predict the reaction product. The product is: [CH2:1]([O:8][C:9]([C:11]1([C:16]([OH:18])=[O:17])[CH2:15][CH2:14][CH2:13][O:12]1)=[O:10])[C:2]1[CH:3]=[CH:4][CH:5]=[CH:6][CH:7]=1.